This data is from Reaction yield outcomes from USPTO patents with 853,638 reactions. The task is: Predict the reaction yield, written as a fraction of the theoretical maximum amount of product (1.0 means a 100% yield; for example, 0.34 means a 34% yield). (1) The reactants are Br[C:2]1[N:7]=[C:6]2[N:8]([CH2:11][C:12]3[CH:28]=[CH:27][C:15]4[N:16]=[C:17]([NH:19][C@@H:20]5[CH2:25][CH2:24][CH2:23][CH2:22][C@H:21]5[OH:26])[S:18][C:14]=4[CH:13]=3)[CH:9]=[N:10][C:5]2=[CH:4][CH:3]=1.[CH3:29][S:30]([O-:32])=[O:31].[Na+].CN(C)CCN. The catalyst is CS(C)=O. The product is [CH3:29][S:30]([C:2]1[N:7]=[C:6]2[N:8]([CH2:11][C:12]3[CH:28]=[CH:27][C:15]4[N:16]=[C:17]([NH:19][C@@H:20]5[CH2:25][CH2:24][CH2:23][CH2:22][C@H:21]5[OH:26])[S:18][C:14]=4[CH:13]=3)[CH:9]=[N:10][C:5]2=[CH:4][CH:3]=1)(=[O:32])=[O:31]. The yield is 0.370. (2) The reactants are [NH:1]1[C:5]2[CH:6]=[CH:7][CH:8]=[CH:9][C:4]=2[N:3]=[C:2]1[C:10]1[CH:11]=[C:12]([NH:17][C:18]([C:20]2[CH:25]=[CH:24][C:23]([C:26]3[CH:31]=[CH:30][C:29]([C:32]([F:35])([F:34])[F:33])=[CH:28][CH:27]=3)=[CH:22][C:21]=2[NH2:36])=[O:19])[CH:13]=[CH:14][C:15]=1[Cl:16].Cl[C:38](Cl)([O:40]C(=O)OC(Cl)(Cl)Cl)Cl. The catalyst is C1COCC1. The product is [NH:1]1[C:5]2[CH:6]=[CH:7][CH:8]=[CH:9][C:4]=2[N:3]=[C:2]1[C:10]1[CH:11]=[C:12]([N:17]2[C:18](=[O:19])[C:20]3[C:21](=[CH:22][C:23]([C:26]4[CH:31]=[CH:30][C:29]([C:32]([F:35])([F:33])[F:34])=[CH:28][CH:27]=4)=[CH:24][CH:25]=3)[NH:36][C:38]2=[O:40])[CH:13]=[CH:14][C:15]=1[Cl:16]. The yield is 0.0720. (3) The reactants are [Br:1][C:2]1[CH:7]=[CH:6][C:5]([CH:8]([OH:10])[CH3:9])=[CH:4][C:3]=1[CH3:11].[Cr](Cl)([O-])(=O)=O.[NH+]1C=CC=CC=1. The catalyst is ClCCl. The product is [Br:1][C:2]1[CH:7]=[CH:6][C:5]([C:8](=[O:10])[CH3:9])=[CH:4][C:3]=1[CH3:11]. The yield is 0.990.